From a dataset of Reaction yield outcomes from USPTO patents with 853,638 reactions. Predict the reaction yield, written as a fraction of the theoretical maximum amount of product (1.0 means a 100% yield; for example, 0.34 means a 34% yield). (1) The yield is 0.600. The reactants are [CH2:1]([C@H:3]1[C@@H:7]([C:8]2[N:12]3[C:13]4[CH:19]=[CH:18][N:17]([S:20]([C:23]5[CH:29]=[CH:28][C:26]([CH3:27])=[CH:25][CH:24]=5)(=[O:22])=[O:21])[C:14]=4[N:15]=[CH:16][C:11]3=[N:10][N:9]=2)[CH2:6][C@@H:5]([NH2:30])[CH2:4]1)[CH3:2].Cl[C:32]([O:34][CH:35]([CH3:37])[CH3:36])=[O:33]. The product is [CH2:1]([C@H:3]1[C@@H:7]([C:8]2[N:12]3[C:13]4[CH:19]=[CH:18][N:17]([S:20]([C:23]5[CH:24]=[CH:25][C:26]([CH3:27])=[CH:28][CH:29]=5)(=[O:22])=[O:21])[C:14]=4[N:15]=[CH:16][C:11]3=[N:10][N:9]=2)[CH2:6][C@@H:5]([NH:30][C:32](=[O:33])[O:34][CH:35]([CH3:37])[CH3:36])[CH2:4]1)[CH3:2]. The catalyst is C1COCC1. (2) The product is [Cl:1][C:2]1[CH:3]=[C:4]([N:12]([CH2:20][CH3:21])[C@H:13]2[C@H:17]([O:18][CH3:19])[CH2:16][O:15][CH2:14]2)[C:5]([CH3:11])=[C:6]([CH:10]=1)[C:7]([NH:32][CH2:31][C:25]1[C:26]([CH3:30])=[N:27][N:28]([CH3:29])[C:24]=1[O:23][CH3:22])=[O:9]. The catalyst is CS(C)=O. The yield is 0.538. The reactants are [Cl:1][C:2]1[CH:3]=[C:4]([N:12]([CH2:20][CH3:21])[C@H:13]2[C@H:17]([O:18][CH3:19])[CH2:16][O:15][CH2:14]2)[C:5]([CH3:11])=[C:6]([CH:10]=1)[C:7]([OH:9])=O.[CH3:22][O:23][C:24]1[N:28]([CH3:29])[N:27]=[C:26]([CH3:30])[C:25]=1[CH2:31][NH2:32].C(N(CC)CC)C.C1CN([P+](ON2N=NC3C=CC=CC2=3)(N2CCCC2)N2CCCC2)CC1.F[P-](F)(F)(F)(F)F.